From a dataset of NCI-60 drug combinations with 297,098 pairs across 59 cell lines. Regression. Given two drug SMILES strings and cell line genomic features, predict the synergy score measuring deviation from expected non-interaction effect. (1) Drug 2: COC1=CC(=CC(=C1O)OC)C2C3C(COC3=O)C(C4=CC5=C(C=C24)OCO5)OC6C(C(C7C(O6)COC(O7)C8=CC=CS8)O)O. Cell line: OVCAR3. Drug 1: CC1OCC2C(O1)C(C(C(O2)OC3C4COC(=O)C4C(C5=CC6=C(C=C35)OCO6)C7=CC(=C(C(=C7)OC)O)OC)O)O. Synergy scores: CSS=51.5, Synergy_ZIP=0.317, Synergy_Bliss=1.85, Synergy_Loewe=1.57, Synergy_HSA=5.70. (2) Drug 1: C#CCC(CC1=CN=C2C(=N1)C(=NC(=N2)N)N)C3=CC=C(C=C3)C(=O)NC(CCC(=O)O)C(=O)O. Drug 2: C1CNP(=O)(OC1)N(CCCl)CCCl. Cell line: T-47D. Synergy scores: CSS=-7.40, Synergy_ZIP=3.56, Synergy_Bliss=-2.40, Synergy_Loewe=-4.15, Synergy_HSA=-8.27.